This data is from Full USPTO retrosynthesis dataset with 1.9M reactions from patents (1976-2016). The task is: Predict the reactants needed to synthesize the given product. (1) Given the product [ClH:1].[Cl:1][C:2]1[C:3]([F:34])=[C:4]([CH:31]=[CH:32][CH:33]=1)[NH:5][C:6]1[C:15]2[C:10](=[CH:11][C:12]([O:29][CH3:30])=[C:13]([O:16][C@@H:17]3[CH2:21][CH2:20][NH:19][CH2:18]3)[CH:14]=2)[N:9]=[CH:8][N:7]=1, predict the reactants needed to synthesize it. The reactants are: [Cl:1][C:2]1[C:3]([F:34])=[C:4]([CH:31]=[CH:32][CH:33]=1)[NH:5][C:6]1[C:15]2[C:10](=[CH:11][C:12]([O:29][CH3:30])=[C:13]([O:16][C@@H:17]3[CH2:21][CH2:20][N:19](C(OC(C)(C)C)=O)[CH2:18]3)[CH:14]=2)[N:9]=[CH:8][N:7]=1.Cl. (2) The reactants are: [C:1]([C@H:5]1[CH2:10][CH2:9][C@H:8]([O:11][C:12]2[CH:17]=[CH:16][C:15]([C:18]3[CH:23]=[CH:22][CH:21]=[C:20]([CH:24]=O)[CH:19]=3)=[CH:14][CH:13]=2)[CH2:7][CH2:6]1)([CH3:4])([CH3:3])[CH3:2].[CH3:26][O:27][C:28]([CH:30]1[CH2:35][CH2:34][NH:33][CH2:32][CH2:31]1)=[O:29].C(O[BH-](OC(=O)C)OC(=O)C)(=O)C.[Na+]. Given the product [C:1]([C@H:5]1[CH2:6][CH2:7][C@H:8]([O:11][C:12]2[CH:13]=[CH:14][C:15]([C:18]3[CH:23]=[CH:22][CH:21]=[C:20]([CH2:24][N:33]4[CH2:34][CH2:35][CH:30]([C:28]([O:27][CH3:26])=[O:29])[CH2:31][CH2:32]4)[CH:19]=3)=[CH:16][CH:17]=2)[CH2:9][CH2:10]1)([CH3:4])([CH3:3])[CH3:2], predict the reactants needed to synthesize it. (3) Given the product [C:22]([O:26][C:27](=[O:33])[N:28]([CH2:20][C:9]1[N:8]([C@H:2]2[CH2:3][CH:4]3[CH2:7][CH:1]2[CH2:6][CH2:5]3)[C:12]2=[C:13]3[S:19][CH:18]=[CH:17][C:14]3=[N:15][CH:16]=[C:11]2[N:10]=1)[S:29]([CH3:32])(=[O:31])=[O:30])([CH3:25])([CH3:24])[CH3:23], predict the reactants needed to synthesize it. The reactants are: [CH:1]12[CH2:7][CH:4]([CH2:5][CH2:6]1)[CH2:3][C@@H:2]2[N:8]1[C:12]2=[C:13]3[S:19][CH:18]=[CH:17][C:14]3=[N:15][CH:16]=[C:11]2[N:10]=[C:9]1[CH2:20]Cl.[C:22]([O:26][C:27](=[O:33])[NH:28][S:29]([CH3:32])(=[O:31])=[O:30])([CH3:25])([CH3:24])[CH3:23].C(=O)([O-])[O-].[K+].[K+]. (4) Given the product [CH3:8][C:4]1[N:3]=[C:2]([C:16]2[C:17]([C:23]#[N:24])=[N:18][C:19]([CH3:22])=[CH:20][CH:21]=2)[CH:7]=[CH:6][CH:5]=1, predict the reactants needed to synthesize it. The reactants are: Br[C:2]1[CH:7]=[CH:6][CH:5]=[C:4]([CH3:8])[N:3]=1.CC1(C)COB([C:16]2[C:17]([C:23]#[N:24])=[N:18][C:19]([CH3:22])=[CH:20][CH:21]=2)OC1.[F-].[Cs+]. (5) Given the product [Cl:23][C:24]1[N:29]=[C:28]([C:30]2[O:34][C:33]([C:35]([CH3:38])([CH3:37])[CH3:36])=[N:32][C:31]=2[C:39]2[C:40]([F:52])=[C:41]([CH:42]=[CH:43][CH:44]=2)[NH2:45])[CH:27]=[CH:26][N:25]=1, predict the reactants needed to synthesize it. The reactants are: ClC1N=C(C2SC(C(C)C)=NC=2C2C=C(C=CC=2)N)C=CN=1.[Cl:23][C:24]1[N:29]=[C:28]([C:30]2[O:34][C:33]([C:35]([CH3:38])([CH3:37])[CH3:36])=[N:32][C:31]=2[C:39]2[C:40]([F:52])=[C:41]([NH:45]C(=O)OCC=C)[CH:42]=[CH:43][CH:44]=2)[CH:27]=[CH:26][N:25]=1.C([SnH](CCCC)CCCC)CCC. (6) Given the product [CH3:45][C:30]1[C:31]([C:39]2[CH:44]=[CH:43][CH:42]=[CH:41][CH:40]=2)=[N:32][C:33]2[C:38]([C:29]=1[N:13]1[C:11]3[C:10](=[CH:9][CH:8]=[C:7]([N:4]4[CH2:3][CH2:2][O:1][CH2:6][CH2:5]4)[CH:12]=3)[C:15]3([CH2:20][CH2:19][O:18][CH2:17][CH2:16]3)[CH2:14]1)=[CH:37][CH:36]=[CH:35][CH:34]=2, predict the reactants needed to synthesize it. The reactants are: [O:1]1[CH2:6][CH2:5][N:4]([C:7]2[CH:12]=[C:11]3[NH:13][CH2:14][C:15]4([CH2:20][CH2:19][O:18][CH2:17][CH2:16]4)[C:10]3=[CH:9][CH:8]=2)[CH2:3][CH2:2]1.CN(C=O)C.[H-].[Na+].Cl[C:29]1[C:38]2[C:33](=[CH:34][CH:35]=[CH:36][CH:37]=2)[N:32]=[C:31]([C:39]2[CH:44]=[CH:43][CH:42]=[CH:41][CH:40]=2)[C:30]=1[CH3:45].ClC1C=CC2C(=CC=CC=2)N=1. (7) Given the product [CH3:17][O:18][C:19]([C:21]1[CH:22]=[C:23]2[CH:29]=[CH:28][N:27]([CH2:11][C:9]3[CH:10]=[C:2]([Cl:1])[CH:3]=[C:4]4[C:8]=3[N:7]([CH2:13][CH:14]([CH3:16])[CH3:15])[N:6]=[CH:5]4)[C:24]2=[N:25][CH:26]=1)=[O:20], predict the reactants needed to synthesize it. The reactants are: [Cl:1][C:2]1[CH:3]=[C:4]2[C:8](=[C:9]([CH2:11]O)[CH:10]=1)[N:7]([CH2:13][CH:14]([CH3:16])[CH3:15])[N:6]=[CH:5]2.[CH3:17][O:18][C:19]([C:21]1[CH:22]=[C:23]2[CH:29]=[CH:28][NH:27][C:24]2=[N:25][CH:26]=1)=[O:20].